This data is from Catalyst prediction with 721,799 reactions and 888 catalyst types from USPTO. The task is: Predict which catalyst facilitates the given reaction. Reactant: [O:1]1[CH2:6][CH2:5][CH:4]([CH:7]2[C:16]3[C:11](=[CH:12][CH:13]=[CH:14][CH:15]=3)[N:10]([CH2:17][C:18]([NH2:20])=O)[CH2:9][CH2:8]2)[CH2:3][CH2:2]1.O1CCCC1.B. Product: [O:1]1[CH2:6][CH2:5][CH:4]([CH:7]2[C:16]3[C:11](=[CH:12][CH:13]=[CH:14][CH:15]=3)[N:10]([CH2:17][CH2:18][NH2:20])[CH2:9][CH2:8]2)[CH2:3][CH2:2]1. The catalyst class is: 1.